This data is from Full USPTO retrosynthesis dataset with 1.9M reactions from patents (1976-2016). The task is: Predict the reactants needed to synthesize the given product. (1) Given the product [ClH:1].[ClH:1].[C:22]([O:21][C@@H:20]1[C@@H:30]([O:31][C:32](=[O:39])[C:33]2[CH:38]=[CH:37][CH:36]=[CH:35][CH:34]=2)[C@H:40]([O:41][C:42](=[O:49])[C:43]2[CH:44]=[CH:45][CH:46]=[CH:47][CH:48]=2)[C@@H:50]([CH2:52][O:53][C:54](=[O:61])[C:55]2[CH:56]=[CH:57][CH:58]=[CH:59][CH:60]=2)[O:51][C@H:19]1[O:18][C:11]1[C:10]([CH2:9][C:8]2[CH:7]=[CH:6][C:5](/[CH:62]=[CH:63]/[CH2:64][CH2:65][N:66]3[CH2:71][CH2:70][CH2:69][C:68]4([CH2:72][CH2:73][NH:74][CH2:75][CH2:76]4)[CH2:67]3)=[CH:4][C:3]=2[CH3:2])=[C:14]([CH:15]([CH3:17])[CH3:16])[NH:13][N:12]=1)(=[O:29])[C:23]1[CH:24]=[CH:25][CH:26]=[CH:27][CH:28]=1, predict the reactants needed to synthesize it. The reactants are: [ClH:1].[CH3:2][C:3]1[CH:4]=[C:5](/[CH:62]=[CH:63]/[CH2:64][CH2:65][N:66]2[CH2:71][CH2:70][CH2:69][C:68]3([CH2:76][CH2:75][N:74](C(OC(C)(C)C)=O)[CH2:73][CH2:72]3)[CH2:67]2)[CH:6]=[CH:7][C:8]=1[CH2:9][C:10]1[C:11]([O:18][C@@H:19]2[O:51][C@H:50]([CH2:52][O:53][C:54](=[O:61])[C:55]3[CH:60]=[CH:59][CH:58]=[CH:57][CH:56]=3)[C@@H:40]([O:41][C:42](=[O:49])[C:43]3[CH:48]=[CH:47][CH:46]=[CH:45][CH:44]=3)[C@H:30]([O:31][C:32](=[O:39])[C:33]3[CH:38]=[CH:37][CH:36]=[CH:35][CH:34]=3)[C@H:20]2[O:21][C:22](=[O:29])[C:23]2[CH:28]=[CH:27][CH:26]=[CH:25][CH:24]=2)=[N:12][NH:13][C:14]=1[CH:15]([CH3:17])[CH3:16]. (2) The reactants are: [Br:1][C:2]1[CH:3]=[C:4]([C:8](=[O:10])[CH3:9])[CH:5]=[CH:6][CH:7]=1.CC(C)([O-])C.[K+].C([O:19][C:20](=O)[C:21]([F:24])([F:23])[F:22])C. Given the product [Br:1][C:2]1[CH:3]=[C:4]([C:8](=[O:10])[CH2:9][C:20](=[O:19])[C:21]([F:24])([F:23])[F:22])[CH:5]=[CH:6][CH:7]=1, predict the reactants needed to synthesize it.